This data is from Full USPTO retrosynthesis dataset with 1.9M reactions from patents (1976-2016). The task is: Predict the reactants needed to synthesize the given product. (1) Given the product [CH3:8][C:6]1[CH:5]=[CH:4][C:3]2[O:9][C:27](=[O:28])[NH:1][C:2]=2[CH:7]=1, predict the reactants needed to synthesize it. The reactants are: [NH2:1][C:2]1[CH:7]=[C:6]([CH3:8])[CH:5]=[CH:4][C:3]=1[OH:9].CCN(CC)CC.C1C([N+]([O-])=O)=CC=C([Cl-][C:27]([O-])=[O:28])C=1. (2) Given the product [NH2:1][C:2]1[CH:3]=[CH:4][C:5]([C:6]([O:8][CH2:9][CH3:10])=[O:7])=[CH:11][C:12]=1[Br:19], predict the reactants needed to synthesize it. The reactants are: [NH2:1][C:2]1[CH:12]=[CH:11][C:5]([C:6]([O:8][CH2:9][CH3:10])=[O:7])=[CH:4][CH:3]=1.C1C=C[NH+]=CC=1.[Br:19][Br-]Br. (3) The reactants are: [Br:1][C:2]1[CH:3]=[CH:4][C:5]([F:9])=[C:6]([OH:8])[CH:7]=1.Cl[CH2:11][O:12][CH3:13].C([O-])([O-])=O.[K+].[K+]. Given the product [Br:1][C:2]1[CH:3]=[CH:4][C:5]([F:9])=[C:6]([O:8][CH2:11][O:12][CH3:13])[CH:7]=1, predict the reactants needed to synthesize it. (4) Given the product [CH3:7][O:6][CH:5]([O:8][CH3:9])[CH:4]([N:3]([O:2][CH3:1])[C:16]([NH2:15])=[O:17])[CH3:10], predict the reactants needed to synthesize it. The reactants are: [CH3:1][O:2][NH:3][CH:4]([CH3:10])[CH:5]([O:8][CH3:9])[O:6][CH3:7].C[Si]([N:15]=[C:16]=[O:17])(C)C.C(Cl)Cl.O. (5) Given the product [ClH:1].[Cl:1][C:2]1[C:3]([CH2:18][NH:19][C:20]([C@@H:22]2[CH2:26][C@@H:25]([F:27])[CH2:24][NH:23]2)=[O:21])=[CH:4][C:5]([C:8]2[CH:9]=[N:10][C:11]([C:14]([F:17])([F:16])[F:15])=[N:12][CH:13]=2)=[N:6][CH:7]=1, predict the reactants needed to synthesize it. The reactants are: [Cl:1][C:2]1[C:3]([CH2:18][NH:19][C:20]([C@@H:22]2[CH2:26][C@@H:25]([F:27])[CH2:24][N:23]2C(OC(C)(C)C)=O)=[O:21])=[CH:4][C:5]([C:8]2[CH:9]=[N:10][C:11]([C:14]([F:17])([F:16])[F:15])=[N:12][CH:13]=2)=[N:6][CH:7]=1.Cl. (6) Given the product [NH2:29][CH2:28][CH2:27][N:8]1[C:9]2[C:5](=[CH:4][CH:3]=[C:2]([Cl:1])[CH:10]=2)[C:6]([C:11]([N:13]2[CH2:18][CH2:17][CH:16]([C:19]3[CH:24]=[CH:23][CH:22]=[CH:21][C:20]=3[F:25])[CH2:15][CH2:14]2)=[O:12])=[CH:7]1, predict the reactants needed to synthesize it. The reactants are: [Cl:1][C:2]1[CH:10]=[C:9]2[C:5]([C:6]([C:11]([N:13]3[CH2:18][CH2:17][CH:16]([C:19]4[CH:24]=[CH:23][CH:22]=[CH:21][C:20]=4[F:25])[CH2:15][CH2:14]3)=[O:12])=[CH:7][NH:8]2)=[CH:4][CH:3]=1.Cl[CH2:27][CH2:28][NH2:29]. (7) The reactants are: [CH3:1][NH:2][C:3]1([C:8]#[N:9])[CH2:7][CH2:6][CH2:5][CH2:4]1.[CH3:10][CH:11](C)[CH2:12]N.C1(=O)CCCC1. Given the product [CH2:1]([NH:2][C:3]1([C:8]#[N:9])[CH2:7][CH2:6][CH2:5][CH2:4]1)[CH:11]([CH3:12])[CH3:10], predict the reactants needed to synthesize it.